From a dataset of Reaction yield outcomes from USPTO patents with 853,638 reactions. Predict the reaction yield, written as a fraction of the theoretical maximum amount of product (1.0 means a 100% yield; for example, 0.34 means a 34% yield). (1) The reactants are [Cl:1][C:2]1[CH:7]=[CH:6][C:5]([S:8][CH2:9][C:10]2[CH:11]=[C:12]([CH:16]=[CH:17][CH:18]=2)[C:13](O)=[O:14])=[C:4]([NH:19][S:20]([C:23]2[CH:28]=[CH:27][C:26]([Cl:29])=[C:25]([C:30]([F:33])([F:32])[F:31])[CH:24]=2)(=[O:22])=[O:21])[CH:3]=1.[N:34]1([CH2:39][CH2:40][NH2:41])[CH2:38][CH2:37][CH2:36][CH2:35]1.C(Cl)CCl. The catalyst is CN(C1C=CN=CC=1)C.CN(C=O)C. The product is [Cl:1][C:2]1[CH:7]=[CH:6][C:5]([S:8][CH2:9][C:10]2[CH:11]=[C:12]([CH:16]=[CH:17][CH:18]=2)[C:13]([NH:41][CH2:40][CH2:39][N:34]2[CH2:38][CH2:37][CH2:36][CH2:35]2)=[O:14])=[C:4]([NH:19][S:20]([C:23]2[CH:28]=[CH:27][C:26]([Cl:29])=[C:25]([C:30]([F:31])([F:32])[F:33])[CH:24]=2)(=[O:22])=[O:21])[CH:3]=1. The yield is 0.800. (2) The reactants are [I:1][C:2]1[CH:3]=[C:4]2[C:8](=[CH:9][CH:10]=1)[NH:7][C:6](=[O:11])[C:5]2=O.[C:13]([NH:21][NH2:22])(=[O:20])[C:14]1[CH:19]=[CH:18][CH:17]=[CH:16][CH:15]=1. The catalyst is C(O)(=O)C. The product is [I:1][C:2]1[CH:3]=[C:4]2[C:8](=[CH:9][CH:10]=1)[NH:7][C:6](=[O:11])[C:5]2=[N:22][NH:21][C:13](=[O:20])[C:14]1[CH:19]=[CH:18][CH:17]=[CH:16][CH:15]=1. The yield is 0.660. (3) The reactants are [F:1][C:2]([F:31])([F:30])[C:3]([C:12]1[CH:17]=[CH:16][C:15]([O:18][C:19]2[CH:24]=[CH:23][C:22](I)=[C:21]([CH3:26])[CH:20]=2)=[C:14]([CH2:27][CH2:28][CH3:29])[CH:13]=1)([O:8][CH2:9][O:10][CH3:11])[C:4]([F:7])([F:6])[F:5].[CH2:32]([O:34]C=C[Sn](CCCC)(CCCC)CCCC)[CH3:33].Cl. The catalyst is C1(C)C=CC=CC=1. The product is [CH3:26][C:21]1[CH:20]=[C:19]([O:18][C:15]2[CH:16]=[CH:17][C:12]([C:3]([O:8][CH2:9][O:10][CH3:11])([C:4]([F:7])([F:6])[F:5])[C:2]([F:31])([F:30])[F:1])=[CH:13][C:14]=2[CH2:27][CH2:28][CH3:29])[CH:24]=[CH:23][C:22]=1[C:32](=[O:34])[CH3:33]. The yield is 0.800. (4) The reactants are [Cl:1][C:2]1[CH:3]=[C:4]([CH2:14][N:15]2[C:19]([CH3:20])=[CH:18][C:17]([C:21]([NH:23][C:24]3[CH:29]=[CH:28][C:27]([CH2:30][OH:31])=[CH:26][CH:25]=3)=[O:22])=[N:16]2)[C:5]2[O:9][C:8]([CH:10]([CH3:12])[CH3:11])=[CH:7][C:6]=2[CH:13]=1.CC(OI1(OC(C)=O)(OC(C)=O)OC(=O)C2C=CC=CC1=2)=O. The catalyst is C(Cl)Cl. The product is [Cl:1][C:2]1[CH:3]=[C:4]([CH2:14][N:15]2[C:19]([CH3:20])=[CH:18][C:17]([C:21]([NH:23][C:24]3[CH:29]=[CH:28][C:27]([CH:30]=[O:31])=[CH:26][CH:25]=3)=[O:22])=[N:16]2)[C:5]2[O:9][C:8]([CH:10]([CH3:11])[CH3:12])=[CH:7][C:6]=2[CH:13]=1. The yield is 0.920. (5) The reactants are [C:1]1([N+:7]2[N-:8]O[C:10](=O)[CH:11]=2)[CH:6]=[CH:5][CH:4]=[CH:3][CH:2]=1.[C:13]([O:21][CH2:22]C#C)(=[O:20])[C:14]1[CH:19]=[CH:18][CH:17]=[CH:16][CH:15]=1.[CH3:25]COC(C)=O.C1CCCCC1. No catalyst specified. The product is [C:13]([O:21][CH2:22][C:10]1[CH:25]=[N:8][N:7]([C:1]2[CH:2]=[CH:3][CH:4]=[CH:5][CH:6]=2)[CH:11]=1)(=[O:20])[C:14]1[CH:19]=[CH:18][CH:17]=[CH:16][CH:15]=1. The yield is 0.930. (6) The reactants are [Cl:1][C:2]1[CH:3]=[C:4](B2OC(C)(C)C(C)(C)O2)[CH:5]=[C:6]([Cl:14])[C:7]=1[O:8][CH2:9][C:10]([F:13])([F:12])[F:11].Br[C:25]([C:27]([F:30])([F:29])[F:28])=[CH2:26].C([O-])([O-])=O.[K+].[K+]. The catalyst is C1COCC1.O.Cl[Pd](Cl)([P](C1C=CC=CC=1)(C1C=CC=CC=1)C1C=CC=CC=1)[P](C1C=CC=CC=1)(C1C=CC=CC=1)C1C=CC=CC=1. The product is [Cl:14][C:6]1[CH:5]=[C:4]([C:25]([C:27]([F:30])([F:29])[F:28])=[CH2:26])[CH:3]=[C:2]([Cl:1])[C:7]=1[O:8][CH2:9][C:10]([F:11])([F:12])[F:13]. The yield is 0.740. (7) The yield is 1.00. The reactants are C(N(CC)C(C)C)(C)C.[NH2:10][CH2:11][CH2:12][CH2:13][O:14][CH2:15][CH:16]1[CH2:21]C[O:19][C:18]([CH3:23])([CH3:22])[O:17]1.[CH3:24][N:25]([CH3:75])[C:26]1[CH:31]=[CH:30][C:29]([N:32]=[N:33][C:34]2[CH:74]=[CH:73][C:37]([C:38]([NH:40][CH2:41][CH:42]([CH2:46][CH2:47][C:48]([F:72])([F:71])[C:49]([F:70])([F:69])[C:50]([F:68])([F:67])[C:51]([F:66])([F:65])[C:52]([F:64])([F:63])[C:53]([F:62])([F:61])[C:54]([F:60])([F:59])[C:55]([F:58])([F:57])[F:56])[C:43](O)=[O:44])=[O:39])=[CH:36][CH:35]=2)=[CH:28][CH:27]=1. The product is [CH3:75][N:25]([CH3:24])[C:26]1[CH:31]=[CH:30][C:29]([N:32]=[N:33][C:34]2[CH:35]=[CH:36][C:37]([C:38]([NH:40][CH2:41][CH:42]([CH2:46][CH2:47][C:48]([F:72])([F:71])[C:49]([F:69])([F:70])[C:50]([F:67])([F:68])[C:51]([F:65])([F:66])[C:52]([F:63])([F:64])[C:53]([F:62])([F:61])[C:54]([F:60])([F:59])[C:55]([F:58])([F:57])[F:56])[C:43]([NH:10][CH2:11][CH2:12][CH2:13][O:14][CH2:15][CH:16]3[CH2:21][O:19][C:18]([CH3:22])([CH3:23])[O:17]3)=[O:44])=[O:39])=[CH:73][CH:74]=2)=[CH:28][CH:27]=1. The catalyst is N1C=CC=CC=1.C(OCC)(=O)C.